From a dataset of Forward reaction prediction with 1.9M reactions from USPTO patents (1976-2016). Predict the product of the given reaction. (1) Given the reactants C(O[C:6](=[O:41])[N:7]([C@@H:9]1[CH2:13][CH2:12][N:11]([CH:14]([C:22](=[O:40])[N:23]([CH2:25][C:26]2[C:35]3[C:30](=[CH:31][CH:32]=[CH:33][CH:34]=3)[CH:29]=[C:28]([C:36]#[N:37])[C:27]=2[O:38][CH3:39])[CH3:24])[C:15]2[CH:20]=[CH:19][C:18]([F:21])=[CH:17][CH:16]=2)[CH2:10]1)[CH3:8])(C)(C)C.C(O)(C(F)(F)F)=O.[CH3:49][O:50][CH2:51]C(O)=O, predict the reaction product. The product is: [C:36]([C:28]1[C:27]([O:38][CH3:39])=[C:26]([CH2:25][N:23]([CH3:24])[C:22](=[O:40])[CH:14]([C:15]2[CH:16]=[CH:17][C:18]([F:21])=[CH:19][CH:20]=2)[N:11]2[CH2:12][CH2:13][C@@H:9]([N:7]([C:6](=[O:41])[CH2:49][O:50][CH3:51])[CH3:8])[CH2:10]2)[C:35]2[C:30]([CH:29]=1)=[CH:31][CH:32]=[CH:33][CH:34]=2)#[N:37]. (2) Given the reactants Br[C:2]1[S:3][C:4]([N:12]([CH2:19][CH3:20])[CH:13]2[CH2:18][CH2:17][O:16][CH2:15][CH2:14]2)=[C:5]([CH3:11])[C:6]=1[C:7]([O:9][CH3:10])=[O:8].[C:21]([O-])([O-])=O.[Cs+].[Cs+].CB1OB(C)OB(C)O1, predict the reaction product. The product is: [CH2:19]([N:12]([CH:13]1[CH2:18][CH2:17][O:16][CH2:15][CH2:14]1)[C:4]1[S:3][C:2]([CH3:21])=[C:6]([C:7]([O:9][CH3:10])=[O:8])[C:5]=1[CH3:11])[CH3:20].